From a dataset of Full USPTO retrosynthesis dataset with 1.9M reactions from patents (1976-2016). Predict the reactants needed to synthesize the given product. The reactants are: [NH:1]1[CH2:6][CH2:5][NH:4][CH2:3][CH2:2]1.CS(O)(=O)=O.[CH:12]([Si:15]([CH:20]([CH3:22])[CH3:21])([CH:17]([CH3:19])[CH3:18])Cl)([CH3:14])[CH3:13].[OH-].[Na+]. Given the product [CH:12]([Si:15]([CH:20]([CH3:22])[CH3:21])([CH:17]([CH3:19])[CH3:18])[N:1]1[CH2:6][CH2:5][NH:4][CH2:3][CH2:2]1)([CH3:14])[CH3:13], predict the reactants needed to synthesize it.